Dataset: Full USPTO retrosynthesis dataset with 1.9M reactions from patents (1976-2016). Task: Predict the reactants needed to synthesize the given product. (1) Given the product [Br:1][C:2]1[CH:12]=[CH:11][C:5]2[O:6][C:7]3[C:8](=[O:9])[NH:10][C:16]([CH2:17][N:24]4[CH2:25][C@H:26]([OH:27])[C@H:22]([OH:21])[CH2:23]4)=[N:14][C:13]=3[C:4]=2[CH:3]=1, predict the reactants needed to synthesize it. The reactants are: [Br:1][C:2]1[CH:12]=[CH:11][C:5]([O:6][CH2:7][C:8]([NH2:10])=[O:9])=[C:4]([C:13]#[N:14])[CH:3]=1.N1CCC[CH2:17][CH2:16]1.[OH:21][C@H:22]1[C@@H:26]([OH:27])[CH2:25][NH:24][CH2:23]1. (2) Given the product [CH3:1][N:2]1[CH:6]=[C:5]([NH:7][C:26]([C:19]2[N:18]([CH3:17])[CH:22]=[C:21]([N+:23]([O-:25])=[O:24])[CH:20]=2)=[O:28])[CH:4]=[C:3]1[C:10]([O:12][CH3:13])=[O:11], predict the reactants needed to synthesize it. The reactants are: [CH3:1][N:2]1[CH:6]=[C:5]([N+:7]([O-])=O)[CH:4]=[C:3]1[C:10]([O:12][CH3:13])=[O:11].Cl.[H][H].[CH3:17][N:18]1[CH:22]=[C:21]([N+:23]([O-:25])=[O:24])[CH:20]=[C:19]1[C:26]([OH:28])=O.C(Cl)CCl.CCN(C(C)C)C(C)C. (3) The reactants are: [CH:1]1([N:7]([CH2:23][CH2:24][C:25]([F:28])([F:27])[F:26])[C:8]2[C:9]([NH2:22])=[CH:10][C:11](B3OCC(C)(C)CO3)=[CH:12][CH:13]=2)[CH2:6][CH2:5][CH2:4][CH2:3][CH2:2]1.I[C@@H:30]1[CH2:32][C@@H:31]1[C:33]([O:35][CH2:36][CH3:37])=[O:34].C(=O)([O-])[O-].[Cs+].[Cs+]. Given the product [NH2:22][C:9]1[CH:10]=[C:11]([C@@H:30]2[CH2:32][C@@H:31]2[C:33]([O:35][CH2:36][CH3:37])=[O:34])[CH:12]=[CH:13][C:8]=1[N:7]([CH:1]1[CH2:6][CH2:5][CH2:4][CH2:3][CH2:2]1)[CH2:23][CH2:24][C:25]([F:28])([F:26])[F:27], predict the reactants needed to synthesize it. (4) Given the product [CH3:3][C:2]([C:4]1[CH:5]=[CH:6][C:7]([OH:10])=[CH:8][CH:9]=1)([C:11]1[CH:12]=[CH:13][C:14]([OH:17])=[CH:15][CH:16]=1)[CH3:1].[SiH2:34]([C:43]1[CH:48]=[CH:47][CH:46]=[CH:45][C:44]=1[OH:49])[O:35][C:36]1[CH:41]=[CH:40][CH:39]=[CH:38][C:37]=1[OH:42].[C:50]1([O:60][CH3:61])[C:51](=[CH:53][CH:54]=[C:55]([CH:59]=1)[CH2:56][CH:57]=[CH2:58])[OH:52], predict the reactants needed to synthesize it. The reactants are: [CH3:1][C:2]([C:11]1[CH:12]=[CH:13][C:14]([OH:17])=[CH:15][CH:16]=1)([C:4]1[CH:5]=[CH:6][C:7]([OH:10])=[CH:8][CH:9]=1)[CH3:3].C(C1C=CC(O)=CC=1)(C1C=CC=CC=1)(C)C.[SiH2:34]([C:43]1[CH:48]=[CH:47][CH:46]=[CH:45][C:44]=1[OH:49])[O:35][C:36]1[CH:41]=[CH:40][CH:39]=[CH:38][C:37]=1[OH:42].[C:50]1([O:60][CH3:61])[C:51](=[CH:53][CH:54]=[C:55]([CH:59]=1)[CH2:56][CH:57]=[CH2:58])[OH:52].[OH-].[Na+].C(Cl)(Cl)=O. (5) Given the product [C:39]([OH:42])(=[O:41])/[CH:40]=[CH:33]/[C:32]([OH:35])=[O:34].[F:21][C:16]1[C:15]([C:13]2[N:12]([S:22]([C:25]3[CH:26]=[N:27][CH:28]=[CH:29][CH:30]=3)(=[O:23])=[O:24])[CH:11]=[C:10]([CH2:9][NH:7][CH3:6])[CH:14]=2)=[CH:20][CH:19]=[CH:18][N:17]=1, predict the reactants needed to synthesize it. The reactants are: C(O[C:6](=O)[N:7]([CH2:9][C:10]1[CH:14]=[C:13]([C:15]2[C:16]([F:21])=[N:17][CH:18]=[CH:19][CH:20]=2)[N:12]([S:22]([C:25]2[CH:26]=[N:27][CH:28]=[CH:29][CH:30]=2)(=[O:24])=[O:23])[CH:11]=1)C)(C)(C)C.[C:32]([O:35]CC)(=[O:34])[CH3:33].Cl.[C:39]([O:42]CC)(=[O:41])[CH3:40]. (6) Given the product [CH2:1]([O:3][C:4](=[O:30])[CH2:5][O:6][C:7]1[CH:12]=[CH:11][C:10]([O:13][CH2:14][C:15]2[S:16][C:17]([Br:28])=[C:18]([C:20]3[CH:25]=[CH:24][C:23]([C:35]4[CH:40]=[CH:39][CH:38]=[CH:37][CH:36]=4)=[CH:22][CH:21]=3)[N:19]=2)=[CH:9][C:8]=1[CH3:29])[CH3:2], predict the reactants needed to synthesize it. The reactants are: [CH2:1]([O:3][C:4](=[O:30])[CH2:5][O:6][C:7]1[CH:12]=[CH:11][C:10]([O:13][CH2:14][C:15]2[S:16][C:17]([Br:28])=[C:18]([C:20]3[CH:25]=[CH:24][C:23](OC)=[CH:22][CH:21]=3)[N:19]=2)=[CH:9][C:8]=1[CH3:29])[CH3:2].BrCC([C:35]1[CH:40]=[CH:39][C:38](OC)=[CH:37][CH:36]=1)=O. (7) Given the product [CH3:20][N:21]1[CH:25]=[C:24]([CH2:26][N:1]2[CH2:2][CH2:3][CH:4]([O:7][C:8]3[C:13]([C:14]4[CH:19]=[CH:18][N:17]=[CH:16][CH:15]=4)=[N:12][CH:11]=[CH:10][N:9]=3)[CH2:5][CH2:6]2)[CH:23]=[N:22]1, predict the reactants needed to synthesize it. The reactants are: [NH:1]1[CH2:6][CH2:5][CH:4]([O:7][C:8]2[C:13]([C:14]3[CH:19]=[CH:18][N:17]=[CH:16][CH:15]=3)=[N:12][CH:11]=[CH:10][N:9]=2)[CH2:3][CH2:2]1.[CH3:20][N:21]1[CH:25]=[C:24]([CH:26]=O)[CH:23]=[N:22]1.[Na].C(=O)([O-])O.[Na+].